From a dataset of Full USPTO retrosynthesis dataset with 1.9M reactions from patents (1976-2016). Predict the reactants needed to synthesize the given product. (1) Given the product [F:50][C:51]1[CH:52]=[C:53]([CH:59]=[C:60]([C:62]([F:63])([F:64])[F:65])[CH:61]=1)[O:54][CH:55]1[CH2:6][CH2:4][N:3]([C:46](=[O:48])[CH2:45][NH:44][C:42]([C:39]2[CH:38]=[C:37]([C:31]3[CH:32]=[CH:33][CH:34]=[CH:35][CH:36]=3)[NH:41][N:40]=2)=[O:43])[CH2:7][CH2:9]1, predict the reactants needed to synthesize it. The reactants are: CC[N:3]([CH:7]([CH3:9])C)[CH:4]([CH3:6])C.C1C=CC2N(O)N=NC=2C=1.CCN=C=NCCCN(C)C.[C:31]1([C:37]2[NH:41][N:40]=[C:39]([C:42]([NH:44][CH2:45][C:46]([OH:48])=O)=[O:43])[CH:38]=2)[CH:36]=[CH:35][CH:34]=[CH:33][CH:32]=1.Cl.[F:50][C:51]1[CH:52]=[C:53]([CH:59]=[C:60]([C:62]([F:65])([F:64])[F:63])[CH:61]=1)[O:54][CH:55]1CNC1.Cl.ClC1C=CC=CC=1OC1CCNCC1. (2) Given the product [Br:32][C:10]1[C:11]2[CH2:15][NH:14][C:13](=[O:16])[C:12]=2[C:7]([C:5]2[CH:4]=[N:3][N:2]([CH3:1])[CH:6]=2)=[N:8][C:9]=1[NH:17][C@@H:18]1[CH2:23][CH2:22][CH2:21][CH2:20][C@@H:19]1[NH:24][C:25](=[O:31])[O:26][C:27]([CH3:28])([CH3:30])[CH3:29], predict the reactants needed to synthesize it. The reactants are: [CH3:1][N:2]1[CH:6]=[C:5]([C:7]2[C:12]3[C:13](=[O:16])[NH:14][CH2:15][C:11]=3[CH:10]=[C:9]([NH:17][C@@H:18]3[CH2:23][CH2:22][CH2:21][CH2:20][C@@H:19]3[NH:24][C:25](=[O:31])[O:26][C:27]([CH3:30])([CH3:29])[CH3:28])[N:8]=2)[CH:4]=[N:3]1.[Br:32]N1C(=O)CCC1=O. (3) Given the product [C:1]([C:5]1[N:6]=[C:7]([N:16]2[CH2:20][CH2:19][C:18]([F:21])([F:22])[CH2:17]2)[C:8]2[C:9](=[N:11][N:12]([CH2:14][C:15]3[C:46]([Cl:53])=[CH:47][CH:48]=[C:49]([Cl:52])[C:50]=3[Cl:51])[N:13]=2)[N:10]=1)([CH3:2])([CH3:3])[CH3:4], predict the reactants needed to synthesize it. The reactants are: [C:1]([C:5]1[N:6]=[C:7]([N:16]2[CH2:20][CH2:19][C:18]([F:22])([F:21])[CH2:17]2)[C:8]2[C:9](=[N:11][N:12]([CH2:14][CH3:15])[N:13]=2)[N:10]=1)([CH3:4])([CH3:3])[CH3:2].C(C1N=C(N2CCC(F)(F)C2)C2N=NNC=2N=1)(C)(C)C.BrCC1[C:50]([Cl:51])=[C:49]([Cl:52])[CH:48]=[CH:47][C:46]=1[Cl:53]. (4) Given the product [Br:1][C:2]1[CH:3]=[CH:4][C:5]([N:8]([CH2:17][CH2:18][CH2:19][CH3:20])[C:9]2[N:10]=[CH:11][CH:12]=[CH:13][N:14]=2)=[CH:6][CH:7]=1, predict the reactants needed to synthesize it. The reactants are: [Br:1][C:2]1[CH:7]=[CH:6][C:5]([NH:8][C:9]2[N:14]=[CH:13][CH:12]=[CH:11][N:10]=2)=[CH:4][CH:3]=1.[H-].[Na+].[CH2:17](I)[CH2:18][CH2:19][CH3:20]. (5) Given the product [Cl:19][C:5]1[C:6]([C:12]([O:14][CH2:15][CH3:16])=[O:13])=[N:7][C:8]2[C:3]([N:4]=1)=[C:2]([F:1])[CH:11]=[CH:10][CH:9]=2, predict the reactants needed to synthesize it. The reactants are: [F:1][C:2]1[CH:11]=[CH:10][CH:9]=[C:8]2[C:3]=1[N:4]=[C:5](O)[C:6]([C:12]([O:14][CH2:15][CH3:16])=[O:13])=[N:7]2.O(Cl)[Cl:19].[P+5]. (6) Given the product [CH3:1][N:2]([CH3:26])[CH2:3][CH2:4][N:5]([CH3:25])[C:6]1[S:7][C:8]2[CH:14]=[C:13]([NH:15][C:16]([C:17]3[CH:22]=[CH:21][C:20]([C:29]4[CH:30]=[CH:31][C:32]([O:34][CH3:35])=[CH:33][C:28]=4[Cl:27])=[CH:19][CH:18]=3)=[O:24])[CH:12]=[CH:11][C:9]=2[N:10]=1, predict the reactants needed to synthesize it. The reactants are: [CH3:1][N:2]([CH3:26])[CH2:3][CH2:4][N:5]([CH3:25])[C:6]1[S:7][C:8]2[CH:14]=[C:13]([NH:15][C:16](=[O:24])[C:17]3[CH:22]=[CH:21][C:20](I)=[CH:19][CH:18]=3)[CH:12]=[CH:11][C:9]=2[N:10]=1.[Cl:27][C:28]1[CH:33]=[C:32]([O:34][CH3:35])[CH:31]=[CH:30][C:29]=1B(O)O. (7) Given the product [Br:19][C:15]1[C:4]([CH3:3])=[C:5]([CH:8]=[C:9]([C:11]([F:12])([F:14])[F:13])[CH:10]=1)[C:6]#[N:7], predict the reactants needed to synthesize it. The reactants are: OC[C:3]1[CH:4]=[C:5]([CH:8]=[C:9]([C:11]([F:14])([F:13])[F:12])[CH:10]=1)[C:6]#[N:7].[C:15]([Br:19])(Br)(Br)Br.C1(P(C2C=CC=CC=2)C2C=CC=CC=2)C=CC=CC=1.